From a dataset of Forward reaction prediction with 1.9M reactions from USPTO patents (1976-2016). Predict the product of the given reaction. (1) Given the reactants [CH3:1][O:2][C:3]1[CH:8]=[CH:7][C:6]([CH2:9][O:10][C:11]2[CH:16]=[CH:15][C:14]([CH:17]([C:22]#[C:23][CH3:24])[CH2:18][C:19](O)=[O:20])=[CH:13][CH:12]=2)=[CH:5][CH:4]=1.C(C1NC=CN=1)(C1NC=CN=1)=O.C1COCC1.[NH2:42][C:43]1[S:44][CH:45]=[CH:46][N:47]=1, predict the reaction product. The product is: [S:44]1[CH:45]=[CH:46][N:47]=[C:43]1[NH:42][C:19](=[O:20])[CH2:18][CH:17]([C:14]1[CH:15]=[CH:16][C:11]([O:10][CH2:9][C:6]2[CH:5]=[CH:4][C:3]([O:2][CH3:1])=[CH:8][CH:7]=2)=[CH:12][CH:13]=1)[C:22]#[C:23][CH3:24]. (2) Given the reactants [CH3:1][N:2]1[CH2:7][CH2:6][C:5]2[N:8]=[C:9]([NH2:11])[S:10][C:4]=2[CH2:3]1.Br[C:13]1[C:14](=[O:21])[N:15]([CH3:20])[CH:16]=[C:17]([Br:19])[CH:18]=1, predict the reaction product. The product is: [Br:19][C:17]1[CH:18]=[C:13]([NH:11][C:9]2[S:10][C:4]3[CH2:3][N:2]([CH3:1])[CH2:7][CH2:6][C:5]=3[N:8]=2)[C:14](=[O:21])[N:15]([CH3:20])[CH:16]=1.